Predict the product of the given reaction. From a dataset of Forward reaction prediction with 1.9M reactions from USPTO patents (1976-2016). (1) Given the reactants [NH:1]1[C:10]2[C:5](=[CH:6][CH:7]=[CH:8][CH:9]=2)[N:4]=[CH:3][C:2]1=[O:11].[Br:12]Br, predict the reaction product. The product is: [Br:12][C:8]1[CH:9]=[C:10]2[C:5]([N:4]=[CH:3][C:2](=[O:11])[NH:1]2)=[CH:6][CH:7]=1. (2) Given the reactants [Cl:1][C:2]1[CH:11]=[CH:10][C:9]([CH:12]=O)=[C:8]2[C:3]=1[C:4](=[O:15])[CH:5]=[C:6]([CH3:14])[O:7]2.[CH3:16][C:17](=O)[CH2:18][C:19](=[O:21])[CH3:20].[NH2:23]/[C:24](/[CH3:32])=[CH:25]\[C:26]([O:28][CH2:29][CH2:30][CH3:31])=[O:27].C(O)(=O)C, predict the reaction product. The product is: [C:19]([C:18]1[CH:12]([C:9]2[CH:10]=[CH:11][C:2]([Cl:1])=[C:3]3[C:8]=2[O:7][C:6]([CH3:14])=[CH:5][C:4]3=[O:15])[C:25]([C:26]([O:28][CH2:29][CH2:30][CH3:31])=[O:27])=[C:24]([CH3:32])[NH:23][C:17]=1[CH3:16])(=[O:21])[CH3:20]. (3) Given the reactants [Cl:1][C:2]1[CH:3]=[C:4]([N:9]([C:15]2[C:23]3[C:18](=[C:19](I)[N:20]=[CH:21][CH:22]=3)[O:17][C:16]=2[NH:25][C:26]([O:28][CH2:29][CH3:30])=[O:27])[C:10](=[O:14])[O:11][CH2:12][CH3:13])[CH:5]=[CH:6][C:7]=1[F:8].[C:31]([C:33]1[CH:41]=[CH:40][C:36]([C:37]([NH2:39])=[O:38])=[CH:35][CH:34]=1)#[CH:32], predict the reaction product. The product is: [C:37]([C:36]1[CH:40]=[CH:41][C:33]([C:31]#[C:32][C:19]2[N:20]=[CH:21][CH:22]=[C:23]3[C:15]([N:9]([C:4]4[CH:5]=[CH:6][C:7]([F:8])=[C:2]([Cl:1])[CH:3]=4)[C:10](=[O:14])[O:11][CH2:12][CH3:13])=[C:16]([NH:25][C:26]([O:28][CH2:29][CH3:30])=[O:27])[O:17][C:18]=23)=[CH:34][CH:35]=1)(=[O:38])[NH2:39]. (4) Given the reactants [CH3:1][N:2]1[CH2:7][CH2:6][CH:5]([C:8]2[CH:13]=[CH:12][C:11]([C:14]3[N:19]=[C:18]([C:20]4[CH:21]=[N:22][NH:23][CH:24]=4)[N:17]4[CH:25]=[CH:26][N:27]=[C:16]4[CH:15]=3)=[CH:10][CH:9]=2)[CH2:4][CH2:3]1.[CH:28]1([CH:33]=[CH:34][C:35]#[N:36])[CH2:32][CH2:31][CH2:30][CH2:29]1.N1CCCN2CCCCCC=12, predict the reaction product. The product is: [CH:28]1([CH:33]([N:23]2[CH:24]=[C:20]([C:18]3[N:17]4[CH:25]=[CH:26][N:27]=[C:16]4[CH:15]=[C:14]([C:11]4[CH:12]=[CH:13][C:8]([CH:5]5[CH2:4][CH2:3][N:2]([CH3:1])[CH2:7][CH2:6]5)=[CH:9][CH:10]=4)[N:19]=3)[CH:21]=[N:22]2)[CH2:34][C:35]#[N:36])[CH2:32][CH2:31][CH2:30][CH2:29]1. (5) Given the reactants Br[C:2]1[CH:3]=[C:4]([NH:8][C:9](=[O:16])[C:10]2[CH:15]=[CH:14][CH:13]=[CH:12][CH:11]=2)[CH:5]=[N:6][CH:7]=1.[CH2:17]([O:19][C:20]([C:22]1[CH:27]=[CH:26][C:25](B(O)O)=[CH:24][CH:23]=1)=[O:21])[CH3:18].C(=O)([O-])[O-].[K+].[K+].O, predict the reaction product. The product is: [C:10]1([C:9]([NH:8][C:4]2[CH:3]=[C:2]([C:25]3[CH:26]=[CH:27][C:22]([C:20]([O:19][CH2:17][CH3:18])=[O:21])=[CH:23][CH:24]=3)[CH:7]=[N:6][CH:5]=2)=[O:16])[CH:15]=[CH:14][CH:13]=[CH:12][CH:11]=1. (6) Given the reactants C(=O)(O)O.[NH2:5][C:6]([NH2:8])=[NH:7].[C:9]1([P:15](=[O:18])([OH:17])[OH:16])[CH:14]=[CH:13][CH:12]=[CH:11][CH:10]=1, predict the reaction product. The product is: [C:9]1([P:15](=[O:16])([OH:18])[OH:17])[CH:14]=[CH:13][CH:12]=[CH:11][CH:10]=1.[NH2:7][C:6]([NH2:8])=[NH:5].[NH2:7][C:6]([NH2:8])=[NH:5]. (7) The product is: [O:21]=[C:15]1[CH:14]([N:8]2[C:7](=[O:22])[C:6]3[C:10](=[CH:11][CH:12]=[C:4]([CH2:3][NH:2][C:26]([CH:23]4[CH2:25][CH2:24]4)=[O:27])[CH:5]=3)[C:9]2=[O:13])[CH2:19][CH2:18][C:17](=[O:20])[NH:16]1. Given the reactants Cl.[NH2:2][CH2:3][C:4]1[CH:5]=[C:6]2[C:10](=[CH:11][CH:12]=1)[C:9](=[O:13])[N:8]([CH:14]1[CH2:19][CH2:18][C:17](=[O:20])[NH:16][C:15]1=[O:21])[C:7]2=[O:22].[CH:23]1([C:26](Cl)=[O:27])[CH2:25][CH2:24]1.C(N(CC)CC)C, predict the reaction product. (8) Given the reactants [CH2:1]([O:8][C:9]([NH:11][CH:12](P(OC)(OC)=O)[C:13]([O:15][CH3:16])=[O:14])=[O:10])[C:2]1[CH:7]=[CH:6][CH:5]=[CH:4][CH:3]=1.CN(C)C(N(C)C)=N.[O:31]1[CH2:36][CH2:35][C:34](=O)[CH2:33][CH2:32]1, predict the reaction product. The product is: [CH2:1]([O:8][C:9]([NH:11][C:12](=[C:34]1[CH2:35][CH2:36][O:31][CH2:32][CH2:33]1)[C:13]([O:15][CH3:16])=[O:14])=[O:10])[C:2]1[CH:3]=[CH:4][CH:5]=[CH:6][CH:7]=1. (9) The product is: [C:1]([NH:5][CH2:6][C:7]1[N:11]([CH:12]2[CH2:13][CH2:14][N:15]([CH:18]3[CH2:24][CH2:23][CH2:22][N:21]([C:25]([O:27][CH2:28][CH3:29])=[O:26])[CH2:20][CH2:19]3)[CH2:16][CH2:17]2)[N:10]=[CH:9][CH:8]=1)(=[O:3])[CH3:2]. Given the reactants [C:1](Cl)(=[O:3])[CH3:2].[NH2:5][CH2:6][C:7]1[N:11]([CH:12]2[CH2:17][CH2:16][N:15]([CH:18]3[CH2:24][CH2:23][CH2:22][N:21]([C:25]([O:27][CH2:28][CH3:29])=[O:26])[CH2:20][CH2:19]3)[CH2:14][CH2:13]2)[N:10]=[CH:9][CH:8]=1, predict the reaction product.